This data is from CYP2D6 inhibition data for predicting drug metabolism from PubChem BioAssay. The task is: Regression/Classification. Given a drug SMILES string, predict its absorption, distribution, metabolism, or excretion properties. Task type varies by dataset: regression for continuous measurements (e.g., permeability, clearance, half-life) or binary classification for categorical outcomes (e.g., BBB penetration, CYP inhibition). Dataset: cyp2d6_veith. (1) The compound is Cn1cccc1C(=O)N1CCC2(CC1)CN(c1ccccn1)C2. The result is 0 (non-inhibitor). (2) The molecule is CC(=O)N(C)c1nnc(-c2cnccn2)s1. The result is 0 (non-inhibitor).